Task: Regression. Given two drug SMILES strings and cell line genomic features, predict the synergy score measuring deviation from expected non-interaction effect.. Dataset: NCI-60 drug combinations with 297,098 pairs across 59 cell lines (1) Drug 1: CC1=C2C(C(=O)C3(C(CC4C(C3C(C(C2(C)C)(CC1OC(=O)C(C(C5=CC=CC=C5)NC(=O)C6=CC=CC=C6)O)O)OC(=O)C7=CC=CC=C7)(CO4)OC(=O)C)O)C)OC(=O)C. Cell line: UACC-257. Drug 2: C#CCC(CC1=CN=C2C(=N1)C(=NC(=N2)N)N)C3=CC=C(C=C3)C(=O)NC(CCC(=O)O)C(=O)O. Synergy scores: CSS=51.5, Synergy_ZIP=5.33, Synergy_Bliss=0.715, Synergy_Loewe=-16.0, Synergy_HSA=0.209. (2) Drug 1: CC1C(C(CC(O1)OC2CC(CC3=C2C(=C4C(=C3O)C(=O)C5=C(C4=O)C(=CC=C5)OC)O)(C(=O)C)O)N)O.Cl. Drug 2: C1CC(C1)(C(=O)O)C(=O)O.[NH2-].[NH2-].[Pt+2]. Cell line: HCC-2998. Synergy scores: CSS=18.5, Synergy_ZIP=-2.79, Synergy_Bliss=3.99, Synergy_Loewe=-5.53, Synergy_HSA=3.22. (3) Drug 1: C1=CC(=CC=C1CC(C(=O)O)N)N(CCCl)CCCl.Cl. Drug 2: C1C(C(OC1N2C=C(C(=O)NC2=O)F)CO)O. Cell line: SK-MEL-28. Synergy scores: CSS=4.32, Synergy_ZIP=-7.89, Synergy_Bliss=-13.5, Synergy_Loewe=-16.9, Synergy_HSA=-14.7. (4) Drug 1: CC1=CC2C(CCC3(C2CCC3(C(=O)C)OC(=O)C)C)C4(C1=CC(=O)CC4)C. Drug 2: C#CCC(CC1=CN=C2C(=N1)C(=NC(=N2)N)N)C3=CC=C(C=C3)C(=O)NC(CCC(=O)O)C(=O)O. Cell line: LOX IMVI. Synergy scores: CSS=4.57, Synergy_ZIP=-12.1, Synergy_Bliss=-19.4, Synergy_Loewe=-65.7, Synergy_HSA=-19.0. (5) Drug 1: C1CCC(C1)C(CC#N)N2C=C(C=N2)C3=C4C=CNC4=NC=N3. Drug 2: CN1C(=O)N2C=NC(=C2N=N1)C(=O)N. Cell line: LOX IMVI. Synergy scores: CSS=3.25, Synergy_ZIP=-4.08, Synergy_Bliss=-5.17, Synergy_Loewe=-2.91, Synergy_HSA=-2.86. (6) Drug 1: CN1CCC(CC1)COC2=C(C=C3C(=C2)N=CN=C3NC4=C(C=C(C=C4)Br)F)OC. Drug 2: CNC(=O)C1=NC=CC(=C1)OC2=CC=C(C=C2)NC(=O)NC3=CC(=C(C=C3)Cl)C(F)(F)F. Cell line: MDA-MB-435. Synergy scores: CSS=9.75, Synergy_ZIP=-9.17, Synergy_Bliss=-9.53, Synergy_Loewe=-12.1, Synergy_HSA=-11.9. (7) Drug 1: CCCS(=O)(=O)NC1=C(C(=C(C=C1)F)C(=O)C2=CNC3=C2C=C(C=N3)C4=CC=C(C=C4)Cl)F. Drug 2: CC1=C(C(=O)C2=C(C1=O)N3CC4C(C3(C2COC(=O)N)OC)N4)N. Cell line: OVCAR3. Synergy scores: CSS=18.2, Synergy_ZIP=0.735, Synergy_Bliss=10.2, Synergy_Loewe=2.49, Synergy_HSA=5.59.